Dataset: Catalyst prediction with 721,799 reactions and 888 catalyst types from USPTO. Task: Predict which catalyst facilitates the given reaction. (1) Reactant: Cl.[NH:2]1[CH2:6][CH2:5][CH2:4][C@H:3]1[C:7]([O:9][CH3:10])=[O:8].C(=O)([O-])[O-].[Na+].[Na+].[Cl:17][C:18]1[CH:23]=[CH:22][C:21]([S:24](Cl)(=[O:26])=[O:25])=[CH:20][C:19]=1[N+:28]([O-:30])=[O:29].Cl. Product: [Cl:17][C:18]1[CH:23]=[CH:22][C:21]([S:24]([N:2]2[CH2:6][CH2:5][CH2:4][C@H:3]2[C:7]([O:9][CH3:10])=[O:8])(=[O:26])=[O:25])=[CH:20][C:19]=1[N+:28]([O-:30])=[O:29]. The catalyst class is: 69. (2) Reactant: [Br:1][C:2]1[CH:7]=[CH:6][C:5]([Br:8])=[CH:4][C:3]=1[NH2:9].[C:10]([N:18]=[C:19]=[S:20])(=[O:17])[C:11]1[CH:16]=[CH:15][CH:14]=[CH:13][CH:12]=1. Product: [C:10]([NH:18][C:19]([NH:9][C:3]1[CH:4]=[C:5]([Br:8])[CH:6]=[CH:7][C:2]=1[Br:1])=[S:20])(=[O:17])[C:11]1[CH:16]=[CH:15][CH:14]=[CH:13][CH:12]=1. The catalyst class is: 21. (3) Reactant: [N:1]([CH2:4][CH2:5][OH:6])=[N+:2]=[N-:3].[H-].[Na+].[CH2:9]([O:11][C:12](=[O:18])[CH2:13][C:14]([CH2:16]Cl)=[O:15])[CH3:10].Cl. Product: [CH2:9]([O:11][C:12](=[O:18])[CH2:13][C:14](=[O:15])[CH2:16][O:6][CH2:5][CH2:4][N:1]=[N+:2]=[N-:3])[CH3:10]. The catalyst class is: 387.